From a dataset of NCI-60 drug combinations with 297,098 pairs across 59 cell lines. Regression. Given two drug SMILES strings and cell line genomic features, predict the synergy score measuring deviation from expected non-interaction effect. (1) Drug 1: C1=CC(=CC=C1CCC2=CNC3=C2C(=O)NC(=N3)N)C(=O)NC(CCC(=O)O)C(=O)O. Drug 2: CC1C(C(CC(O1)OC2CC(CC3=C2C(=C4C(=C3O)C(=O)C5=C(C4=O)C(=CC=C5)OC)O)(C(=O)C)O)N)O.Cl. Cell line: IGROV1. Synergy scores: CSS=49.0, Synergy_ZIP=2.48, Synergy_Bliss=4.92, Synergy_Loewe=5.53, Synergy_HSA=8.97. (2) Synergy scores: CSS=46.7, Synergy_ZIP=-0.0975, Synergy_Bliss=-2.39, Synergy_Loewe=-11.0, Synergy_HSA=-1.16. Drug 2: CC1CCCC2(C(O2)CC(NC(=O)CC(C(C(=O)C(C1O)C)(C)C)O)C(=CC3=CSC(=N3)C)C)C. Cell line: KM12. Drug 1: C1=NC2=C(N=C(N=C2N1C3C(C(C(O3)CO)O)F)Cl)N. (3) Drug 1: C1=C(C(=O)NC(=O)N1)F. Drug 2: CC1=C(C(=O)C2=C(C1=O)N3CC4C(C3(C2COC(=O)N)OC)N4)N. Cell line: 786-0. Synergy scores: CSS=48.4, Synergy_ZIP=1.06, Synergy_Bliss=-0.360, Synergy_Loewe=3.86, Synergy_HSA=4.41. (4) Drug 1: CCCCC(=O)OCC(=O)C1(CC(C2=C(C1)C(=C3C(=C2O)C(=O)C4=C(C3=O)C=CC=C4OC)O)OC5CC(C(C(O5)C)O)NC(=O)C(F)(F)F)O. Drug 2: C1=NC2=C(N1)C(=S)N=CN2. Cell line: MDA-MB-231. Synergy scores: CSS=62.6, Synergy_ZIP=-3.97, Synergy_Bliss=-5.63, Synergy_Loewe=-15.7, Synergy_HSA=-2.11.